This data is from Full USPTO retrosynthesis dataset with 1.9M reactions from patents (1976-2016). The task is: Predict the reactants needed to synthesize the given product. Given the product [Br:1][C:2]1[CH:3]=[CH:4][C:5]([C:14]([O:16][CH3:17])=[O:15])=[N:6][C:7]=1[NH:8][C:9]([CH:11]1[CH2:13][CH2:12]1)=[S:27], predict the reactants needed to synthesize it. The reactants are: [Br:1][C:2]1[CH:3]=[CH:4][C:5]([C:14]([O:16][CH3:17])=[O:15])=[N:6][C:7]=1[NH:8][C:9]([CH:11]1[CH2:13][CH2:12]1)=O.COC1C=CC(P2(=S)SP(C3C=CC(OC)=CC=3)(=S)[S:27]2)=CC=1.